Dataset: Forward reaction prediction with 1.9M reactions from USPTO patents (1976-2016). Task: Predict the product of the given reaction. (1) Given the reactants F[C:2]1[CH:7]=[CH:6][C:5]([N+:8]([O-:10])=[O:9])=[C:4]([C:11]([F:14])([F:13])[F:12])[CH:3]=1.[C:15]([NH2:19])([CH3:18])([CH3:17])[CH3:16], predict the reaction product. The product is: [CH3:16][C:15]([NH:19][C:2]1[CH:7]=[CH:6][C:5]([N+:8]([O-:10])=[O:9])=[C:4]([C:11]([F:14])([F:13])[F:12])[CH:3]=1)([CH3:18])[CH3:17]. (2) Given the reactants [Cl:1][C:2]1[CH:7]=[CH:6][CH:5]=[C:4]([Cl:8])[C:3]=1[C:9]1[N:26]([CH2:27][C@H:28]2[CH2:33][CH2:32][CH2:31][N:30]([C:34]([O:36][C:37]([CH3:40])([CH3:39])[CH3:38])=[O:35])[CH2:29]2)[C:12]2[N:13]=[C:14]([NH:17][CH2:18][C:19]3[CH:24]=[CH:23][CH:22]=[C:21](O)[CH:20]=3)[N:15]=[CH:16][C:11]=2[CH:10]=1.C(N)C1C=CC=CC=1, predict the reaction product. The product is: [CH2:18]([NH:17][C:14]1[N:15]=[CH:16][C:11]2[CH:10]=[C:9]([C:3]3[C:2]([Cl:1])=[CH:7][CH:6]=[CH:5][C:4]=3[Cl:8])[N:26]([CH2:27][C@@H:28]3[CH2:33][CH2:32][CH2:31][N:30]([C:34]([O:36][C:37]([CH3:40])([CH3:39])[CH3:38])=[O:35])[CH2:29]3)[C:12]=2[N:13]=1)[C:19]1[CH:20]=[CH:21][CH:22]=[CH:23][CH:24]=1. (3) The product is: [Cl:1][C:2]1[CH:7]=[C:6]([C:8]2[N:23]([C:18]3[CH:19]=[CH:20][C:21]([F:22])=[C:16]([Cl:15])[CH:17]=3)[N:11]=[CH:10][CH:9]=2)[CH:5]=[CH:4][N:3]=1. Given the reactants [Cl:1][C:2]1[CH:7]=[C:6]([C:8](=O)[CH:9]=[CH:10][N:11](C)C)[CH:5]=[CH:4][N:3]=1.[Cl:15][C:16]1[CH:17]=[C:18]([NH:23]N)[CH:19]=[CH:20][C:21]=1[F:22].O, predict the reaction product.